Dataset: Full USPTO retrosynthesis dataset with 1.9M reactions from patents (1976-2016). Task: Predict the reactants needed to synthesize the given product. (1) Given the product [CH:3]([C:5]1([P:10]([O:11][CH2:12][CH3:13])(=[O:14])[O:15][CH2:16][CH3:17])[CH2:6][CH2:7][CH2:8][CH2:9]1)=[O:2], predict the reactants needed to synthesize it. The reactants are: C[O:2][C:3]([C:5]1([P:10]([O:15][CH2:16][CH3:17])(=[O:14])[O:11][CH2:12][CH3:13])[CH2:9][CH2:8][CH2:7][CH2:6]1)=O.FC1C=CC(S(CCC2CCN(C(OC(C)(C)C)=O)CC2)(=O)=O)=CC=1. (2) Given the product [ClH:44].[NH:15]1[CH2:16][CH2:17][CH2:18][C@@H:13]([C:1]2[N:5]3[C:6]4[CH:12]=[CH:11][NH:10][C:7]=4[N:8]=[CH:9][C:4]3=[N:3][N:2]=2)[CH2:14]1, predict the reactants needed to synthesize it. The reactants are: [C:1]1([C@@H:13]2[CH2:18][CH2:17][CH2:16][N:15](C(OC(C)(C)C)=O)[CH2:14]2)[N:5]2[C:6]3[CH:12]=[CH:11][NH:10][C:7]=3[N:8]=[CH:9][C:4]2=[N:3][N:2]=1.C(OC(N1CCC[C@@H](C(O)=O)C1)=O)(C)(C)C.O=S(Cl)[Cl:44].C([O-])([O-])=O.[Na+].[Na+].Cl. (3) Given the product [CH2:34]([O:33][CH:21]([O:20][CH2:18][CH3:19])[CH2:22][O:23][C:24]1[CH:25]=[C:26]([N:32]2[C:38](=[O:54])[C:39]([CH3:40])([CH3:53])[N:41]([CH2:42][C:43]3[C:52]4[C:47](=[CH:48][CH:49]=[CH:50][CH:51]=4)[N:46]=[CH:45][CH:44]=3)[C:6]2=[O:7])[CH:27]=[CH:28][C:29]=1[O:30][CH3:31])[CH3:35], predict the reactants needed to synthesize it. The reactants are: N1([C:6](N2C=CN=C2)=[O:7])C=CN=C1.N1C=CN=C1.[CH2:18]([O:20][CH:21]([O:33][CH2:34][CH3:35])[CH2:22][O:23][C:24]1[CH:25]=[C:26]([NH2:32])[CH:27]=[CH:28][C:29]=1[O:30][CH3:31])[CH3:19].CO[C:38](=[O:54])[C:39]([CH3:53])([NH:41][CH2:42][C:43]1[C:52]2[C:47](=[CH:48][CH:49]=[CH:50][CH:51]=2)[N:46]=[CH:45][CH:44]=1)[CH3:40]. (4) Given the product [C:12]([CH:16]1[CH2:21][CH2:20][CH:19]([O:11][C:8]2[CH:9]=[CH:10][C:4]3[S:3][C:2]([CH3:1])=[N:6][C:5]=3[CH:7]=2)[CH2:18][CH2:17]1)([CH3:15])([CH3:14])[CH3:13], predict the reactants needed to synthesize it. The reactants are: [CH3:1][C:2]1[S:3][C:4]2[CH:10]=[CH:9][C:8]([OH:11])=[CH:7][C:5]=2[N:6]=1.[C:12]([C@@H:16]1[CH2:21][CH2:20][C@H:19](O)[CH2:18][CH2:17]1)([CH3:15])([CH3:14])[CH3:13].C1(P(C2C=CC=CC=2)C2C=CC=CC=2)C=CC=CC=1.C1(C)C=CC=CC=1.N(C(OC(C)C)=O)=NC(OC(C)C)=O. (5) Given the product [CH2:1]([C:3]1[N:4]([CH2:12][CH2:13][O:14][C:15]2[CH:16]=[CH:17][C:18]([N+:21]([O-:23])=[O:22])=[CH:19][CH:20]=2)[C:5](=[O:10])[CH:6]=[C:7]([CH3:9])[N:8]=1)[CH3:2], predict the reactants needed to synthesize it. The reactants are: [CH2:1]([C:3]1[NH:4][C:5](=[O:10])[CH:6]=[C:7]([CH3:9])[N:8]=1)[CH3:2].Br[CH2:12][CH2:13][O:14][C:15]1[CH:20]=[CH:19][C:18]([N+:21]([O-:23])=[O:22])=[CH:17][CH:16]=1.[Li+].[Br-].[H-].[Na+]. (6) Given the product [CH2:8]([N:15]1[CH2:20][CH2:19][CH:18]([NH:21][C:22]2[CH:30]=[CH:29][C:25]([C:26]([NH2:28])=[O:27])=[C:24]([OH:31])[CH:23]=2)[CH2:17][CH2:16]1)[C:9]1[CH:10]=[CH:11][CH:12]=[CH:13][CH:14]=1, predict the reactants needed to synthesize it. The reactants are: B(Br)(Br)Br.C(Cl)Cl.[CH2:8]([N:15]1[CH2:20][CH2:19][CH:18]([NH:21][C:22]2[CH:30]=[CH:29][C:25]([C:26]([NH2:28])=[O:27])=[C:24]([O:31]C)[CH:23]=2)[CH2:17][CH2:16]1)[C:9]1[CH:14]=[CH:13][CH:12]=[CH:11][CH:10]=1.O. (7) Given the product [C:1]([NH:5][S:6]([C:9]1[CH:17]=[C:16]2[C:12]([C:13]([CH:19]3[CH2:24][CH2:23][CH2:22][CH2:21][CH2:20]3)=[C:14]([C:33]3[CH:38]=[CH:37][C:36]([CH3:39])=[CH:35][C:34]=3[NH2:40])[NH:15]2)=[CH:11][CH:10]=1)(=[O:8])=[O:7])([CH3:4])([CH3:3])[CH3:2], predict the reactants needed to synthesize it. The reactants are: [C:1]([NH:5][S:6]([C:9]1[CH:17]=[C:16]2[C:12]([C:13]([CH:19]3[CH2:24][CH2:23][CH2:22][CH2:21][CH2:20]3)=[C:14](Br)[NH:15]2)=[CH:11][CH:10]=1)(=[O:8])=[O:7])([CH3:4])([CH3:3])[CH3:2].CC1(C)C(C)(C)OB([C:33]2[CH:38]=[CH:37][C:36]([CH3:39])=[CH:35][C:34]=2[NH2:40])O1.C(=O)([O-])O.[Na+]. (8) Given the product [Cl:14][C:10]1[CH:9]=[C:8]([CH:6]2[CH2:7][CH:5]2[C:3]([OH:4])=[O:2])[CH:13]=[CH:12][CH:11]=1, predict the reactants needed to synthesize it. The reactants are: C[O:2][C:3]([C@@H:5]1[CH2:7][C@H:6]1[C:8]1[CH:13]=[CH:12][CH:11]=[C:10]([Cl:14])[CH:9]=1)=[O:4].[OH-].[Na+].